This data is from Full USPTO retrosynthesis dataset with 1.9M reactions from patents (1976-2016). The task is: Predict the reactants needed to synthesize the given product. Given the product [Br:1][C:2]1[CH:7]=[CH:6][C:5]([CH:8]([O:25][CH3:22])[O:9][CH3:11])=[CH:4][N:3]=1, predict the reactants needed to synthesize it. The reactants are: [Br:1][C:2]1[CH:7]=[CH:6][C:5]([CH:8]=[O:9])=[CH:4][N:3]=1.O.[C:11]1(C)C=CC(S(O)(=O)=O)=CC=1.[C:22](=[O:25])(O)[O-].[Na+].